From a dataset of Peptide-MHC class I binding affinity with 185,985 pairs from IEDB/IMGT. Regression. Given a peptide amino acid sequence and an MHC pseudo amino acid sequence, predict their binding affinity value. This is MHC class I binding data. The peptide sequence is RPASAGAML. The MHC is HLA-A03:01 with pseudo-sequence HLA-A03:01. The binding affinity (normalized) is 0.0847.